Dataset: Tyrosyl-DNA phosphodiesterase HTS with 341,365 compounds. Task: Binary Classification. Given a drug SMILES string, predict its activity (active/inactive) in a high-throughput screening assay against a specified biological target. The drug is Clc1cc2[nH]ccc(=O)c2cc1. The result is 0 (inactive).